This data is from Human intestinal absorption (HIA) binary classification data from Hou et al.. The task is: Regression/Classification. Given a drug SMILES string, predict its absorption, distribution, metabolism, or excretion properties. Task type varies by dataset: regression for continuous measurements (e.g., permeability, clearance, half-life) or binary classification for categorical outcomes (e.g., BBB penetration, CYP inhibition). Dataset: hia_hou. (1) The molecule is CC[C@@H](C(N)=O)N1CCCC1=O. The result is 1 (good absorption). (2) The molecule is NC1=NC(=O)N([C@H]2CS[C@H](CO)O2)CC1. The result is 1 (good absorption). (3) The drug is CCN(CC)CC[C@]1(c2ccccc2)CCC(=O)NC1=O. The result is 1 (good absorption). (4) The result is 1 (good absorption). The molecule is CC(C)(C#N)c1cc(Cn2cncn2)cc(C(C)(C)C#N)c1. (5) The compound is CC(C)(C)NC[C@H](O)COc1cccc2c1C[C@H](O)[C@@H](O)C2. The result is 1 (good absorption). (6) The result is 1 (good absorption). The compound is CC(C)(C)NC[C@@H](O)c1ccc(O)c(CO)n1. (7) The molecule is CNCCCC1c2ccccc2C=Cc2ccccc21. The result is 1 (good absorption).